Dataset: Full USPTO retrosynthesis dataset with 1.9M reactions from patents (1976-2016). Task: Predict the reactants needed to synthesize the given product. (1) Given the product [Br:8][C:9]1[C:14]([Si:15]([CH3:16])([CH3:17])[CH3:18])=[C:13]([F:19])[C:12]([F:20])=[C:11]([CH:10]=1)[CH:23]=[O:24], predict the reactants needed to synthesize it. The reactants are: C(NC(C)C)(C)C.[Br:8][C:9]1[C:14]([Si:15]([CH3:18])([CH3:17])[CH3:16])=[C:13]([F:19])[C:12]([F:20])=[CH:11][CH:10]=1.CN(C)[CH:23]=[O:24]. (2) Given the product [ClH:16].[CH3:15][C:2]1([OH:1])[CH2:7][CH2:6][NH:5][CH2:4][CH2:3]1, predict the reactants needed to synthesize it. The reactants are: [OH:1][C:2]1([CH3:15])[CH2:7][CH2:6][N:5](C(OC(C)(C)C)=O)[CH2:4][CH2:3]1.[ClH:16]. (3) The reactants are: [O:1]1[C:5]2[CH:6]=[CH:7][CH:8]=[CH:9][C:4]=2[O:3][CH2:2]1.C([Li])(CC)C.C(O[B:19]1[O:23][C:22]([CH3:25])([CH3:24])[C:21]([CH3:27])([CH3:26])[O:20]1)(C)C. Given the product [O:1]1[C:5]2[CH:6]=[CH:7][CH:8]=[C:9]([B:19]3[O:23][C:22]([CH3:25])([CH3:24])[C:21]([CH3:27])([CH3:26])[O:20]3)[C:4]=2[O:3][CH2:2]1, predict the reactants needed to synthesize it. (4) Given the product [C:28]([O:32][C:33]([C:34]1[C:35]([C:20]2[CH:21]=[CH:22][CH:23]=[C:18]([S:15]([C:13]3[CH:14]=[C:10]([C:8]([NH:7][C:6]([O:5][C:1]([CH3:4])([CH3:3])[CH3:2])=[O:27])=[NH:9])[S:11][C:12]=3[S:25][CH3:26])(=[O:17])=[O:16])[CH:19]=2)=[C:36]([CH3:51])[CH:37]=[CH:38][CH:39]=1)=[O:50])([CH3:29])([CH3:30])[CH3:31], predict the reactants needed to synthesize it. The reactants are: [C:1]([O:5][C:6](=[O:27])[NH:7][C:8]([C:10]1[S:11][C:12]([S:25][CH3:26])=[C:13]([S:15]([C:18]2[CH:23]=[CH:22][CH:21]=[C:20](Br)[CH:19]=2)(=[O:17])=[O:16])[CH:14]=1)=[NH:9])([CH3:4])([CH3:3])[CH3:2].[C:28]([O:32][C:33](=[O:50])[C:34]1[CH:39]=[CH:38][C:37](C)=[CH:36][C:35]=1B1OC(C)(C)C(C)(C)O1)([CH3:31])([CH3:30])[CH3:29].[C:51]([O-])([O-])=O.[Na+].[Na+].C(O)C. (5) The reactants are: Cl.[F:2][C:3]([F:16])([F:15])[C:4]1[N:9]=[N:8][C:7]([C:10]2([CH2:13][NH2:14])[CH2:12][CH2:11]2)=[CH:6][CH:5]=1.C(N(CC)CC)C.[F:24][C:25]([F:36])([F:35])[C:26]1[CH:34]=[CH:33][CH:32]=[CH:31][C:27]=1[C:28](Cl)=[O:29]. Given the product [F:24][C:25]([F:35])([F:36])[C:26]1[CH:34]=[CH:33][CH:32]=[CH:31][C:27]=1[C:28]([NH:14][CH2:13][C:10]1([C:7]2[N:8]=[N:9][C:4]([C:3]([F:2])([F:15])[F:16])=[CH:5][CH:6]=2)[CH2:12][CH2:11]1)=[O:29], predict the reactants needed to synthesize it. (6) Given the product [F:23][C:24]1[CH:35]=[CH:34][C:27]([CH2:28][N:29]([CH3:33])[C:30](=[S:10])[CH3:31])=[CH:26][CH:25]=1, predict the reactants needed to synthesize it. The reactants are: COC1C=CC(P2(SP(C3C=CC(OC)=CC=3)(=S)S2)=[S:10])=CC=1.[F:23][C:24]1[CH:35]=[CH:34][C:27]([CH2:28][N:29]([CH3:33])[C:30](=O)[CH3:31])=[CH:26][CH:25]=1. (7) Given the product [F:23][C:21]([F:22])([F:24])[C:18]1[N:19]=[CH:20][C:15]([CH2:14][CH:13]=[O:12])=[CH:16][CH:17]=1, predict the reactants needed to synthesize it. The reactants are: FC(C1C=CC=CN=1)(F)F.C[O:12]/[CH:13]=[CH:14]/[C:15]1[CH:16]=[CH:17][C:18]([C:21]([F:24])([F:23])[F:22])=[N:19][CH:20]=1.C1COCC1.Cl.C([O-])(O)=O.[Na+]. (8) Given the product [I:12][C:13]1[C:14]([CH2:25][O:26][S:7]([C:2]2[C:1]([CH3:11])=[CH:6][CH:5]=[CH:4][CH:3]=2)(=[O:9])=[O:8])=[C:15]([I:24])[C:16]([CH2:22][O:23][S:7]([C:2]2[C:1]([CH3:11])=[CH:6][CH:5]=[CH:4][CH:3]=2)(=[O:8])=[O:27])=[C:17]([I:21])[C:18]=1[CH2:19][O:20][S:7]([C:2]1[C:1]([CH3:11])=[CH:6][CH:5]=[CH:4][CH:3]=1)(=[O:9])=[O:8], predict the reactants needed to synthesize it. The reactants are: [C:1]1([CH3:11])[C:2]([S:7](Cl)(=[O:9])=[O:8])=[CH:3][CH:4]=[CH:5][CH:6]=1.[I:12][C:13]1[C:18]([CH2:19][OH:20])=[C:17]([I:21])[C:16]([CH2:22][OH:23])=[C:15]([I:24])[C:14]=1[CH2:25][OH:26].[OH2:27].